This data is from Reaction yield outcomes from USPTO patents with 853,638 reactions. The task is: Predict the reaction yield, written as a fraction of the theoretical maximum amount of product (1.0 means a 100% yield; for example, 0.34 means a 34% yield). (1) The reactants are [C:1]([Si:5]([CH3:19])([CH3:18])[O:6][CH2:7][C:8]1[CH:13]=[C:12]([O:14][CH3:15])[CH:11]=[CH:10][C:9]=1[CH2:16][CH3:17])([CH3:4])([CH3:3])[CH3:2].C1C(=O)N([Br:27])C(=O)C1. The catalyst is C(Cl)(Cl)(Cl)Cl. The product is [C:1]([Si:5]([CH3:19])([CH3:18])[O:6][CH2:7][C:8]1[CH:13]=[C:12]([O:14][CH3:15])[C:11]([Br:27])=[CH:10][C:9]=1[CH2:16][CH3:17])([CH3:3])([CH3:4])[CH3:2]. The yield is 0.620. (2) The reactants are [NH2:1][C:2]1[N:7]=[CH:6][N:5]=[C:4]2[N:8]([CH2:25][C@H:26]3[CH2:30][CH2:29][CH2:28][N:27]3C(OC(C)(C)C)=O)[N:9]=[C:10]([C:11]3[CH:16]=[CH:15][C:14]([O:17][C:18]4[CH:23]=[CH:22][CH:21]=[CH:20][C:19]=4[F:24])=[CH:13][CH:12]=3)[C:3]=12.FC(F)(F)C(O)=O. The catalyst is ClCCl. The product is [F:24][C:19]1[CH:20]=[CH:21][CH:22]=[CH:23][C:18]=1[O:17][C:14]1[CH:13]=[CH:12][C:11]([C:10]2[C:3]3[C:4](=[N:5][CH:6]=[N:7][C:2]=3[NH2:1])[N:8]([CH2:25][C@H:26]3[CH2:30][CH2:29][CH2:28][NH:27]3)[N:9]=2)=[CH:16][CH:15]=1. The yield is 0.620.